The task is: Predict the product of the given reaction.. This data is from Forward reaction prediction with 1.9M reactions from USPTO patents (1976-2016). Given the reactants [H-].[Na+].[C:3]([O:6][C@H:7]([CH3:24])[CH2:8][CH2:9][CH2:10][CH2:11][N:12]1[C:21](=[O:22])[C:20]2[NH:19][N:18]=[N:17][C:16]=2[N:15]([CH3:23])[C:13]1=[O:14])(=[O:5])[CH3:4].[CH3:25]I, predict the reaction product. The product is: [C:3]([O:6][C@H:7]([CH3:24])[CH2:8][CH2:9][CH2:10][CH2:11][N:12]1[C:21](=[O:22])[C:20]2[N:19]([CH3:25])[N:18]=[N:17][C:16]=2[N:15]([CH3:23])[C:13]1=[O:14])(=[O:5])[CH3:4].